This data is from NCI-60 drug combinations with 297,098 pairs across 59 cell lines. The task is: Regression. Given two drug SMILES strings and cell line genomic features, predict the synergy score measuring deviation from expected non-interaction effect. (1) Drug 1: C1CCN(CC1)CCOC2=CC=C(C=C2)C(=O)C3=C(SC4=C3C=CC(=C4)O)C5=CC=C(C=C5)O. Drug 2: CN1C(=O)N2C=NC(=C2N=N1)C(=O)N. Cell line: EKVX. Synergy scores: CSS=-3.89, Synergy_ZIP=3.41, Synergy_Bliss=1.09, Synergy_Loewe=-5.26, Synergy_HSA=-5.41. (2) Drug 1: C1=CC(=CC=C1CC(C(=O)O)N)N(CCCl)CCCl.Cl. Drug 2: COCCOC1=C(C=C2C(=C1)C(=NC=N2)NC3=CC=CC(=C3)C#C)OCCOC.Cl. Cell line: HCT116. Synergy scores: CSS=8.08, Synergy_ZIP=-0.662, Synergy_Bliss=2.35, Synergy_Loewe=2.28, Synergy_HSA=2.23. (3) Drug 1: CNC(=O)C1=CC=CC=C1SC2=CC3=C(C=C2)C(=NN3)C=CC4=CC=CC=N4. Drug 2: CN(C(=O)NC(C=O)C(C(C(CO)O)O)O)N=O. Cell line: NCI-H522. Synergy scores: CSS=4.60, Synergy_ZIP=-3.25, Synergy_Bliss=-4.95, Synergy_Loewe=-4.51, Synergy_HSA=-4.49. (4) Drug 1: C1CC(C1)(C(=O)O)C(=O)O.[NH2-].[NH2-].[Pt+2]. Drug 2: CC1CCCC2(C(O2)CC(NC(=O)CC(C(C(=O)C(C1O)C)(C)C)O)C(=CC3=CSC(=N3)C)C)C. Cell line: ACHN. Synergy scores: CSS=40.5, Synergy_ZIP=3.20, Synergy_Bliss=2.95, Synergy_Loewe=-16.3, Synergy_HSA=4.82. (5) Drug 1: CC12CCC(CC1=CCC3C2CCC4(C3CC=C4C5=CN=CC=C5)C)O. Drug 2: COCCOC1=C(C=C2C(=C1)C(=NC=N2)NC3=CC=CC(=C3)C#C)OCCOC.Cl. Cell line: HL-60(TB). Synergy scores: CSS=-9.75, Synergy_ZIP=1.20, Synergy_Bliss=-7.57, Synergy_Loewe=-12.3, Synergy_HSA=-12.8.